Dataset: Catalyst prediction with 721,799 reactions and 888 catalyst types from USPTO. Task: Predict which catalyst facilitates the given reaction. Reactant: [CH:1]1([N:6]2[CH2:14][C:11]3([CH2:13][CH2:12]3)[C:10](=[O:15])[N:9]([CH3:16])[C:8]3[CH:17]=[N:18][C:19]([NH:21][C:22]4[CH:30]=[CH:29][C:25]([C:26](O)=[O:27])=[CH:24][C:23]=4[CH3:31])=[N:20][C:7]2=3)[CH2:5][CH2:4][CH2:3][CH2:2]1.ON1C2C=CC=CC=2N=N1.F[P-](F)(F)(F)(F)F.CN(C(N(C)C)=[N+]1C2C=CC=CC=2[N+]([O-])=N1)C.C(N(C(C)C)C(C)C)C.[NH2:75][CH:76]1[CH2:81][CH2:80][N:79]([CH3:82])[CH2:78][CH2:77]1. Product: [CH:1]1([N:6]2[CH2:14][C:11]3([CH2:12][CH2:13]3)[C:10](=[O:15])[N:9]([CH3:16])[C:8]3[CH:17]=[N:18][C:19]([NH:21][C:22]4[CH:30]=[CH:29][C:25]([C:26]([NH:75][CH:76]5[CH2:81][CH2:80][N:79]([CH3:82])[CH2:78][CH2:77]5)=[O:27])=[CH:24][C:23]=4[CH3:31])=[N:20][C:7]2=3)[CH2:2][CH2:3][CH2:4][CH2:5]1. The catalyst class is: 9.